Dataset: Forward reaction prediction with 1.9M reactions from USPTO patents (1976-2016). Task: Predict the product of the given reaction. (1) Given the reactants Cl[C:2]1[CH:7]=[CH:6][N:5]=[C:4]([NH:8][C:9]2[CH:16]=[CH:15][C:12]([C:13]#[N:14])=[CH:11][CH:10]=2)[N:3]=1.Cl.[CH3:18][C:19]1[CH:24]=[C:23]([CH:25]=[CH:26][C:27]#[N:28])[CH:22]=[C:21]([CH3:29])[C:20]=1[NH2:30].C(=O)([O-])[O-].[Na+].[Na+], predict the reaction product. The product is: [CH3:18][C:19]1[CH:24]=[C:23](/[CH:25]=[CH:26]/[C:27]#[N:28])[CH:22]=[C:21]([CH3:29])[C:20]=1[NH:30][C:2]1[CH:7]=[CH:6][N:5]=[C:4]([NH:8][C:9]2[CH:16]=[CH:15][C:12]([C:13]#[N:14])=[CH:11][CH:10]=2)[N:3]=1. (2) The product is: [OH:30][CH2:29][CH2:28][CH2:27][C:25]1[N:26]=[C:22]([C:19]2[CH:18]=[CH:17][C:16]([C:14]([O:13][CH3:12])=[O:15])=[CH:21][CH:20]=2)[O:23][C:24]=1[CH3:32]. Given the reactants B(F)(F)F.CCOCC.[BH4-].[Na+].[CH3:12][O:13][C:14]([C:16]1[CH:21]=[CH:20][C:19]([C:22]2[O:23][C:24]([CH3:32])=[C:25]([CH2:27][CH2:28][C:29](O)=[O:30])[N:26]=2)=[CH:18][CH:17]=1)=[O:15], predict the reaction product. (3) Given the reactants [CH3:1][NH:2][C:3]([C:5]1[CH:10]=[CH:9][C:8]([O:11][C:12]2[CH:29]=[CH:28][C:15]3[CH2:16][CH2:17][N:18](C(OC(C)(C)C)=O)[CH2:19][CH2:20][C:14]=3[CH:13]=2)=[C:7]([O:30][CH3:31])[CH:6]=1)=[O:4].FC(F)(F)C(O)=O, predict the reaction product. The product is: [CH3:1][NH:2][C:3](=[O:4])[C:5]1[CH:10]=[CH:9][C:8]([O:11][C:12]2[CH:29]=[CH:28][C:15]3[CH2:16][CH2:17][NH:18][CH2:19][CH2:20][C:14]=3[CH:13]=2)=[C:7]([O:30][CH3:31])[CH:6]=1. (4) Given the reactants [C:1]1([CH:7]([C:10]2[CH:15]=[CH:14][CH:13]=[CH:12][CH:11]=2)[C:8]#[N:9])[CH:6]=[CH:5][CH:4]=[CH:3][CH:2]=1.CC(C)([O-])C.[K+].[CH2:22]([N:29]1[CH2:33][CH2:32][C@H:31](OS(C2C=CC(C)=CC=2)(=O)=O)[CH2:30]1)[C:23]1[CH:28]=[CH:27][CH:26]=[CH:25][CH:24]=1, predict the reaction product. The product is: [CH2:22]([N:29]1[CH2:33][CH2:32][C@@H:31]([C:7]([C:8]#[N:9])([C:1]2[CH:2]=[CH:3][CH:4]=[CH:5][CH:6]=2)[C:10]2[CH:11]=[CH:12][CH:13]=[CH:14][CH:15]=2)[CH2:30]1)[C:23]1[CH:28]=[CH:27][CH:26]=[CH:25][CH:24]=1. (5) Given the reactants [Li][CH3:2].[N:3]12[CH2:10][CH2:9][CH:6]([CH2:7][CH2:8]1)[C:5](=[O:11])[CH2:4]2.O, predict the reaction product. The product is: [CH3:2][C:5]1([OH:11])[CH:6]2[CH2:9][CH2:10][N:3]([CH2:8][CH2:7]2)[CH2:4]1. (6) Given the reactants [NH2:1][C:2]1[CH:3]=[CH:4][C:5]([N+:11]([O-:13])=[O:12])=[C:6]([CH:10]=1)[C:7](O)=[O:8].B.O1CCCC1, predict the reaction product. The product is: [NH2:1][C:2]1[CH:3]=[CH:4][C:5]([N+:11]([O-:13])=[O:12])=[C:6]([CH2:7][OH:8])[CH:10]=1. (7) Given the reactants [F:1][C:2]1[CH:7]=[CH:6][CH:5]=[CH:4][C:3]=1[CH2:8][NH:9][C:10]1[CH:15]=[CH:14][C:13]([C:16]2[CH2:17][CH2:18][C@@H:19]([C:21]([O:23][CH3:24])=[O:22])[N:20]=2)=[CH:12][CH:11]=1.[H][H], predict the reaction product. The product is: [F:1][C:2]1[CH:7]=[CH:6][CH:5]=[CH:4][C:3]=1[CH2:8][NH:9][C:10]1[CH:15]=[CH:14][C:13]([C@@H:16]2[NH:20][C@H:19]([C:21]([O:23][CH3:24])=[O:22])[CH2:18][CH2:17]2)=[CH:12][CH:11]=1. (8) Given the reactants Cl[C:2]1[N:7]=[C:6]([O:8][C@@H:9]([C@H:11]2[CH2:15][NH:14][C:13](=[O:16])[CH2:12]2)[CH3:10])[C:5]2[N:17]([CH:20]3[CH2:22][CH2:21]3)[CH:18]=[N:19][C:4]=2[CH:3]=1.BrC1N=C(O[C@@H]([C@H]2CNC(=O)C2)C)C2N(C3CC3)C=NC=2C=1.[O:45]1[CH2:48][CH:47]([N:49]2[CH2:54][CH2:53][CH:52]([C:55]3[CH:60]=[CH:59][C:58](B4OC(C)(C)C(C)(C)O4)=[CH:57][CH:56]=3)[CH2:51][CH2:50]2)[CH2:46]1, predict the reaction product. The product is: [CH:20]1([N:17]2[C:5]3[C:6]([O:8][C@@H:9]([C@H:11]4[CH2:15][NH:14][C:13](=[O:16])[CH2:12]4)[CH3:10])=[N:7][C:2]([C:58]4[CH:57]=[CH:56][C:55]([CH:52]5[CH2:53][CH2:54][N:49]([CH:47]6[CH2:46][O:45][CH2:48]6)[CH2:50][CH2:51]5)=[CH:60][CH:59]=4)=[CH:3][C:4]=3[N:19]=[CH:18]2)[CH2:22][CH2:21]1. (9) Given the reactants [ClH:1].[CH3:2][N:3]([CH3:22])[C:4]1([C:16]2[CH:21]=[CH:20][CH:19]=[CH:18][CH:17]=2)[CH2:9][CH2:8][CH:7]([N:10]2[CH2:15][CH2:14][CH2:13][CH2:12][CH2:11]2)[CH2:6][CH2:5]1.C[Si](C)(C)[Cl:25], predict the reaction product. The product is: [ClH:25].[ClH:1].[CH3:2][N:3]([CH3:22])[C:4]1([C:16]2[CH:17]=[CH:18][CH:19]=[CH:20][CH:21]=2)[CH2:5][CH2:6][CH:7]([N:10]2[CH2:15][CH2:14][CH2:13][CH2:12][CH2:11]2)[CH2:8][CH2:9]1.[CH3:2][N:3]([CH3:22])[C:4]1([C:16]2[CH:17]=[CH:18][CH:19]=[CH:20][CH:21]=2)[CH2:5][CH2:6][CH:7]([N:10]2[CH2:15][CH2:14][CH2:13][CH2:12][CH2:11]2)[CH2:8][CH2:9]1. (10) Given the reactants C(OC([N:8]([C@@H:10]1[CH2:14][CH2:13][N:12]([S:15]([C:18]2[C:19]3[C:20]([F:29])=[CH:21][N:22]=[C:23]([Cl:28])[C:24]=3[CH:25]=[CH:26][CH:27]=2)(=[O:17])=[O:16])[CH2:11]1)[CH3:9])=O)(C)(C)C.ClC1C2C=CC=C(S(Cl)(=O)=[O:42])C=2C(F)=CN=1.C(OC(N([C@@H]1CCNC1)C)=O)(C)(C)C.ClC1C2C=CC=C(S(Cl)(=O)=O)C=2C(Br)=CN=1.C(OC(N([C@H]1CCNC1)C)=O)(C)(C)C, predict the reaction product. The product is: [OH:42][C:23]1[C:24]2[CH:25]=[CH:26][CH:27]=[C:18]([S:15]([N:12]3[CH2:13][CH2:14][C@@H:10]([NH:8][CH3:9])[CH2:11]3)(=[O:17])=[O:16])[C:19]=2[C:20]([F:29])=[CH:21][N:22]=1.[ClH:28].